Predict the reaction yield, written as a fraction of the theoretical maximum amount of product (1.0 means a 100% yield; for example, 0.34 means a 34% yield). From a dataset of Reaction yield outcomes from USPTO patents with 853,638 reactions. (1) The reactants are C(OC([N:8]([O:24]C(OC(C)(C)C)=O)[C:9]1([CH3:23])[C:13](=[O:14])[N:12]([CH3:15])[N:11]=[C:10]1[C:16]1[CH:21]=[CH:20][CH:19]=[CH:18][C:17]=1[CH3:22])=O)(C)(C)C. The catalyst is C(Cl)Cl. The product is [OH:24][NH:8][C:9]1([CH3:23])[C:13](=[O:14])[N:12]([CH3:15])[N:11]=[C:10]1[C:16]1[CH:21]=[CH:20][CH:19]=[CH:18][C:17]=1[CH3:22]. The yield is 0.360. (2) The reactants are CCN(C(C)C)C(C)C.[CH2:10]([C:17]1[N:22]([CH3:23])[C:21](=[O:24])[C:20]([C:25]2[CH:30]=[CH:29][C:28]([OH:31])=[C:27]([F:32])[CH:26]=2)=[CH:19][N:18]=1)[C:11]1[CH:16]=[CH:15][CH:14]=[CH:13][CH:12]=1.C1(N([S:40]([C:43]([F:46])([F:45])[F:44])(=[O:42])=[O:41])[S:40]([C:43]([F:46])([F:45])[F:44])(=[O:42])=[O:41])C=CC=CC=1. The catalyst is CO. The product is [F:44][C:43]([F:46])([F:45])[S:40]([O:31][C:28]1[CH:29]=[CH:30][C:25]([C:20]2[C:21](=[O:24])[N:22]([CH3:23])[C:17]([CH2:10][C:11]3[CH:16]=[CH:15][CH:14]=[CH:13][CH:12]=3)=[N:18][CH:19]=2)=[CH:26][C:27]=1[F:32])(=[O:42])=[O:41]. The yield is 0.980.